This data is from Full USPTO retrosynthesis dataset with 1.9M reactions from patents (1976-2016). The task is: Predict the reactants needed to synthesize the given product. Given the product [Br:1][C:2]1[CH:3]=[C:4]([C:9]([F:12])([F:10])[F:11])[C:5](=[O:8])[N:6]([CH3:15])[CH:7]=1, predict the reactants needed to synthesize it. The reactants are: [Br:1][C:2]1[CH:3]=[C:4]([C:9]([F:12])([F:11])[F:10])[C:5]([OH:8])=[N:6][CH:7]=1.[H-].[Na+].[CH3:15]I.O.